Predict the product of the given reaction. From a dataset of Forward reaction prediction with 1.9M reactions from USPTO patents (1976-2016). (1) Given the reactants [CH2:1]([O:8][C:9]1[CH:14]=[CH:13][C:12]([N:15]([CH3:26])[C:16]([C:18]2[CH:22]=[C:21](Br)[N:20]([CH3:24])[C:19]=2[CH3:25])=[O:17])=[CH:11][CH:10]=1)[C:2]1[CH:7]=[CH:6][CH:5]=[CH:4][CH:3]=1.C(O[B:31]1[O:35][C:34]([CH3:37])([CH3:36])[C:33]([CH3:39])([CH3:38])[O:32]1)(C)C.[Li]CCCC, predict the reaction product. The product is: [CH2:1]([O:8][C:9]1[CH:14]=[CH:13][C:12]([N:15]([CH3:26])[C:16]([C:18]2[CH:22]=[C:21]([B:31]3[O:35][C:34]([CH3:37])([CH3:36])[C:33]([CH3:39])([CH3:38])[O:32]3)[N:20]([CH3:24])[C:19]=2[CH3:25])=[O:17])=[CH:11][CH:10]=1)[C:2]1[CH:7]=[CH:6][CH:5]=[CH:4][CH:3]=1. (2) Given the reactants [OH:1][C@H:2]1[C@@H:9]2[N:5]([C:6](=[O:29])[N:7]([C:11]3[CH:12]=[C:13]4[C:18](=[CH:19][CH:20]=3)[N:17](CC3C=CC=CC=3)[C:16](=[O:28])[CH:15]=[CH:14]4)[C:8]2=[O:10])[CH2:4][CH2:3]1, predict the reaction product. The product is: [OH:1][C@H:2]1[C@@H:9]2[N:5]([C:6](=[O:29])[N:7]([C:11]3[CH:12]=[C:13]4[C:18](=[CH:19][CH:20]=3)[NH:17][C:16](=[O:28])[CH:15]=[CH:14]4)[C:8]2=[O:10])[CH2:4][CH2:3]1.